The task is: Token-level Classification. Given an antigen amino acid sequence, predict which amino acid positions are active epitope sites capable of antibody binding. Output is a list of indices for active positions.. This data is from B-cell epitopes from IEDB database with 3,159 antigens for binding position prediction. (1) Given the antigen sequence: MKTFIIFVLLAMAMNIASASRLLSPRGKELHTPQEQFPQQQQFPQPQQFPQQQIPQQHQIPQQPQQFPQQQQFLQQQQIPQQQIPQQHQIPQQPQQFPQQQQFPQQHQSPQQQFPQQQFPQQKLPQQEFPQQQISQQPQQLPQQQQIPQQPQQFLQQQQFPQQQPPQQHQFPQQQLPQQQQIPQQQQIPQQPQQIPQQQQIPQQPQQFPQQQFPQQQFPQQQFPQQEFPQQQQFPQQQIARQPQQLPQQQQIPQQPQQFPQQQQFPQQQSPQQQQFPQQQFPQQQQLPQKQFPQPQQIPQQQQIPQQPQQFPQQQFPQQQQFPQQQEFPQQQFPQQQFHQQQLPQQQFPQQQFPQQQFPQQQQFPQQQQLTQQQFPRPQQSPEQQQFPQQQFPQQPPQQFPQQQFPIPYPPQQSEEPSPYQQYPQQQPSGSDVISISGL, which amino acid positions are active epitope sites? The epitope positions are: [94, 95, 96, 97, 98, 99, 100, 101, 102, 103]. The amino acids at these positions are: QQFPQQQQFP. (2) Given the antigen sequence: MKNKYIIAPGIAVMCSAVISSGYASSDKKEDTLVVTASGFTQQLRNAPASVSVITSEQLQKKPVSDLVDAVKDVEGISITGGNEKPDISIRGLSGDYTLILVDGRRQSGRESRPNGSGGFEAGFIPPVEAIERIEVIRGPMSSLYGSDAIGGVINIITKPVNNQTWDGVLGLGGIIQEHGKFGNSTTNDFYLSGPLIKDKLGLQLYGGMNYRKEDSISQGTPAKDNKNITATLQFTPTESQKFVFEYGKNNQVHTLTPGESLDAWTMRGNLKQPNSKRETHNSRSHWVAAWNAQGEILHPEIAVYQEKVIREIKSGKKDKYNHWDLNYESRKPEITNTIIDAKVTAFLPENVLTIGGQFQHAELRDDSATGKKTTETQSVSIKQKAVFIENEYAATDSLALTGGLRLDNHEIYGSYWNPRLYAVYNLTDNLTLKGGIAKAFRAPSIREVSPGFGTLTQGGASIMYGNRDLKPETSVTEEIGIIYSNDSGFSASATLFNTD..., which amino acid positions are active epitope sites? The epitope positions are: [558, 559, 560, 561, 562, 563, 564, 565, 566, 567, 568, 569, 570, 571, 572, 573, 574, 575, 576, 577... (36 total positions)]. The amino acids at these positions are: RRKSDDESLNGKSLKGEPLERTPRHAANAK.... (3) Given the antigen sequence: MARKDTNKQYSLRKLKTGTASVAVAVAVLGAGFANQTEVKAAEIKKPQADSAWNWPKEYNALLKENEELKVEREKYLSYADDKEKDPQYRALMGENQDLRKREGQYQDKIEELEKERKEKQERQEQLERQYQIEADKHYQEQQKKHQQEQQQLEAEKQKLAKDKQISDASRQGLSRDLEASREAKKKVEADLAALTAEHQKLKEDKQISDASRQGLSRDLEASREAKKKVEADLAEANSKLQALEKLNKELEEGKKLSEKEKAELQARLEAEAKALKEQLAKQAEELAKLKGNQTPNAKVAPQANRSRSAMTQQKRTLPSTGETANPFFTAAAATVMVSAGMLALKRKEEN, which amino acid positions are active epitope sites? The epitope positions are: [41, 42, 43, 44, 45, 46, 47, 48, 49, 50, 51, 52, 53, 54, 55, 56, 57, 58, 59, 60]. The amino acids at these positions are: AEIKKPQADSAWNWPKEYNA. (4) Given the antigen sequence: MWRRFFGVRLTGAPKGTCPSPQLPWLFCLVALVTSAVVGNFSTTSFPGTVTCYDDEMKIGFPEDLGNKSWQAYVVDSFGNEIFRCAHVVTSENLILRATYKSCAERVHGTYRVNLKFLPNETTSNQVVTYQVSCPAIQADEVLGEMLAATNCTKDFMSVSFSQILPSFDDETMGREPQVAWTVIVGYSPRMQTLTLQEAMQQGYSFVIENSKIILRVSFNAAGVLHYEQENNHLYTVALQLTYGPPEQRLTLSSRMVCILGPVTCNSTHMTLIIPEFPGALTAISIENRNVPVNLSKTSGVAVESRNGSRLHFNKRILKSKMSESGAGVQFYLPSLKLRFQYYGEVVSVIIYPEFCESPVSVVAGGTCTSDGFMDFEVYSHQTKPALNLDTLQVRDTACQPAFKNPSQDMVRFHIPLNGCGTRAKFEGGQAIYENEIHALWADLPPNKITRDSEFSLTVRCYYSGTDLMVRTNISSPPPPIVSVKPGPLSLVLQIYPDES..., which amino acid positions are active epitope sites? The epitope positions are: [430, 431, 432, 433, 434, 435, 436, 437, 438, 439, 440, 441, 442, 443, 444]. The amino acids at these positions are: AIYENEIHALWADLP. (5) Given the antigen sequence: GDVEEAIERAVVHVADTMRSGPSNSASVPALTAVETGHTSQVTPSDTMQTRHVKNYHSRSESTVENFLGRSACVYMEEYKTTDNDVNKKFVAWPINTKQMVQMRRKLEMFTYLRFDMEVTFVITSRQDPGTTLAQDMPVLTHQIMYVPPGGPIPAKVDDYAWQTSTNPSIFWTEGNAPARMSIPFISIGNAYSNFYDGWSNFDQRGSYGYNTLNNLGHIYVRHVSGSSPHPITSTIRVYFKPKHTRAWVPRPPRLCQYKKAFSVDFTPTPITDTRKDINTVTTVAQSRRRGDMSTLNTH, which amino acid positions are active epitope sites? The epitope positions are: [21, 22, 23, 24, 25, 26, 27, 28, 29, 30, 31, 32]. The amino acids at these positions are: PSNSASVPALTA.